From a dataset of Catalyst prediction with 721,799 reactions and 888 catalyst types from USPTO. Predict which catalyst facilitates the given reaction. (1) Reactant: [OH:1][C:2]1[O:3][C:4]([CH3:9])=[CH:5][C:6](=[O:8])[CH:7]=1.CO[CH:12](OC)[N:13]([CH3:15])[CH3:14]. Product: [CH3:12][N:13]([CH:15]=[C:7]1[C:6](=[O:8])[CH:5]=[C:4]([CH3:9])[O:3][C:2]1=[O:1])[CH3:14]. The catalyst class is: 11. (2) Reactant: C1C=CC2N(O)N=NC=2C=1.CCN(C(C)C)C(C)C.[Br:20][C:21]1[CH:29]=[CH:28][CH:27]=[CH:26][C:22]=1[C:23]([OH:25])=O.CCN=C=NCCCN(C)C.Cl.Cl.[C:43]1([C:61]2[CH:66]=[CH:65][CH:64]=[CH:63][CH:62]=2)[CH:48]=[CH:47][C:46]([NH:49][C:50](=[O:60])[CH2:51][C:52](=[O:59])[N:53]2[CH2:58][CH2:57][NH:56][CH2:55][CH2:54]2)=[CH:45][CH:44]=1. Product: [C:43]1([C:61]2[CH:66]=[CH:65][CH:64]=[CH:63][CH:62]=2)[CH:44]=[CH:45][C:46]([NH:49][C:50](=[O:60])[CH2:51][C:52]([N:53]2[CH2:54][CH2:55][N:56]([C:23](=[O:25])[C:22]3[CH:26]=[CH:27][CH:28]=[CH:29][C:21]=3[Br:20])[CH2:57][CH2:58]2)=[O:59])=[CH:47][CH:48]=1. The catalyst class is: 18.